This data is from Full USPTO retrosynthesis dataset with 1.9M reactions from patents (1976-2016). The task is: Predict the reactants needed to synthesize the given product. The reactants are: [CH3:1][Si:2]([CH3:9])([CH3:8])N[Si:2]([CH3:9])([CH3:8])[CH3:1].C([Li])CCC.[Cl:15][C:16]1[CH:17]=[C:18]([CH:21]=[CH:22][CH:23]=1)[CH:19]=O.C[Si](Cl)(C)C.[CH2:29]([N:31](CC)CC)[CH3:30].C(Cl)(=[O:38])C. Given the product [Cl:15][C:16]1[CH:17]=[C:18]([CH:19]=[N:31][C:29]([O:38][Si:2]([CH3:9])([CH3:8])[CH3:1])=[CH2:30])[CH:21]=[CH:22][CH:23]=1, predict the reactants needed to synthesize it.